From a dataset of Forward reaction prediction with 1.9M reactions from USPTO patents (1976-2016). Predict the product of the given reaction. Given the reactants [NH3:1].Cl[C:3]1[C:8]2[C:9](=[O:29])[N:10]([C:15]3[CH:20]=[CH:19][C:18]([C:21]4[C:26]([F:27])=[CH:25][CH:24]=[CH:23][C:22]=4[F:28])=[CH:17][CH:16]=3)[CH2:11][C@@H:12]([CH3:14])[O:13][C:7]=2[N:6]=[CH:5][N:4]=1, predict the reaction product. The product is: [NH2:1][C:3]1[C:8]2[C:9](=[O:29])[N:10]([C:15]3[CH:20]=[CH:19][C:18]([C:21]4[C:26]([F:27])=[CH:25][CH:24]=[CH:23][C:22]=4[F:28])=[CH:17][CH:16]=3)[CH2:11][C@@H:12]([CH3:14])[O:13][C:7]=2[N:6]=[CH:5][N:4]=1.